Dataset: Reaction yield outcomes from USPTO patents with 853,638 reactions. Task: Predict the reaction yield, written as a fraction of the theoretical maximum amount of product (1.0 means a 100% yield; for example, 0.34 means a 34% yield). (1) The reactants are C(O)C.[CH2:4]([O:11][C:12]1[CH:13]=[CH:14][C:15]([CH2:18][C:19]#[N:20])=[N:16][CH:17]=1)[C:5]1[CH:10]=[CH:9][CH:8]=[CH:7][CH:6]=1.[Cl-].[OH:22][NH3+:23].C(=O)([O-])[O-].[K+].[K+]. The catalyst is O. The product is [CH2:4]([O:11][C:12]1[CH:13]=[CH:14][C:15]([CH2:18][C:19]([NH:23][OH:22])=[NH:20])=[N:16][CH:17]=1)[C:5]1[CH:6]=[CH:7][CH:8]=[CH:9][CH:10]=1. The yield is 0.270. (2) The reactants are [C@H:1]1([NH2:8])[CH2:6][CH2:5][C@H:4]([NH2:7])[CH2:3][CH2:2]1.[C:9](O[C:9]([O:11][C:12]([CH3:15])([CH3:14])[CH3:13])=[O:10])([O:11][C:12]([CH3:15])([CH3:14])[CH3:13])=[O:10]. The catalyst is C(Cl)(Cl)Cl. The product is [C:12]([O:11][C:9]([NH:7][C@H:4]1[CH2:5][CH2:6][C@H:1]([NH2:8])[CH2:2][CH2:3]1)=[O:10])([CH3:15])([CH3:14])[CH3:13]. The yield is 0.710. (3) The reactants are [OH:1][CH2:2][C:3]1[CH:8]=[CH:7][C:6]([C:9]2[C:10]3[NH:14][C:13]([C:15]([C:50]4[C:55]([CH3:56])=[CH:54][C:53]([CH3:57])=[CH:52][C:51]=4[CH3:58])=[C:16]4[N:49]=[C:19]([C:20]([C:41]5[CH:46]=[CH:45][C:44]([CH2:47][OH:48])=[CH:43][CH:42]=5)=[C:21]5[NH:40][C:24](=[C:25]([C:31]6[C:36]([CH3:37])=[CH:35][C:34]([CH3:38])=[CH:33][C:32]=6[CH3:39])[C:26]6[CH:27]=[CH:28][C:29]=2[N:30]=6)[CH:23]=[CH:22]5)[CH:18]=[CH:17]4)=[CH:12][CH:11]=3)=[CH:5][CH:4]=1.[Cr](Cl)([O-])(=O)=O.[NH+]1C=CC=CC=1. The catalyst is C(Cl)Cl.C(Cl)(Cl)Cl. The product is [CH:47]([C:44]1[CH:45]=[CH:46][C:41]([C:20]2[C:21]3[NH:40][C:24]([C:25]([C:31]4[C:32]([CH3:39])=[CH:33][C:34]([CH3:38])=[CH:35][C:36]=4[CH3:37])=[C:26]4[N:30]=[C:29]([C:9]([C:6]5[CH:7]=[CH:8][C:3]([CH:2]=[O:1])=[CH:4][CH:5]=5)=[C:10]5[NH:14][C:13](=[C:15]([C:50]6[C:51]([CH3:58])=[CH:52][C:53]([CH3:57])=[CH:54][C:55]=6[CH3:56])[C:16]6[CH:17]=[CH:18][C:19]=2[N:49]=6)[CH:12]=[CH:11]5)[CH:28]=[CH:27]4)=[CH:23][CH:22]=3)=[CH:42][CH:43]=1)=[O:48]. The yield is 0.830. (4) The reactants are Br[C:2]1[CH:9]=[CH:8][C:5]([C:6]#[N:7])=[CH:4][CH:3]=1.[F:10][C:11]1[N:16]=[CH:15][C:14](B(O)O)=[CH:13][CH:12]=1.C(=O)([O-])[O-].[K+].[K+].O. The catalyst is O1CCOCC1.CO.C1C=CC(P(C2C=CC=CC=2)[C-]2C=CC=C2)=CC=1.C1C=CC(P(C2C=CC=CC=2)[C-]2C=CC=C2)=CC=1.Cl[Pd]Cl.[Fe+2].ClCCl. The product is [F:10][C:11]1[N:16]=[CH:15][C:14]([C:2]2[CH:9]=[CH:8][C:5]([C:6]#[N:7])=[CH:4][CH:3]=2)=[CH:13][CH:12]=1. The yield is 0.780. (5) The reactants are O[C:2]1[C:7]([N+]([O-])=O)=[CH:6][C:5]([F:11])=[CH:4][N:3]=1.[OH:12][C:13]1C=CC(F)=CN=1.NC1C=CC(OC)=NC=1. No catalyst specified. The product is [CH3:13][O:12][C:4]1[C:5]([F:11])=[CH:6][CH:7]=[CH:2][N:3]=1. The yield is 1.00.